Dataset: Reaction yield outcomes from USPTO patents with 853,638 reactions. Task: Predict the reaction yield, written as a fraction of the theoretical maximum amount of product (1.0 means a 100% yield; for example, 0.34 means a 34% yield). (1) The reactants are Cl[C:2]1[N:7]=[C:6]([NH:8][C:9]2[CH:20]=[CH:19][CH:18]=[CH:17][C:10]=2[C:11]([NH:13][CH:14]([CH3:16])[CH3:15])=[O:12])[C:5]([F:21])=[CH:4][N:3]=1.[NH2:22][C:23]1[CH:24]=[C:25]([N:29]2[CH2:34][C@@H:33]([CH3:35])[N:32](C(=O)C(F)(F)F)[CH2:31][C:30]2=[O:42])[CH:26]=[CH:27][CH:28]=1. The catalyst is Cl. The product is [F:21][C:5]1[C:6]([NH:8][C:9]2[CH:20]=[CH:19][CH:18]=[CH:17][C:10]=2[C:11]([NH:13][CH:14]([CH3:16])[CH3:15])=[O:12])=[N:7][C:2]([NH:22][C:23]2[CH:28]=[CH:27][CH:26]=[C:25]([N:29]3[CH2:34][C@@H:33]([CH3:35])[NH:32][CH2:31][C:30]3=[O:42])[CH:24]=2)=[N:3][CH:4]=1. The yield is 0.550. (2) The reactants are [Br:1][C:2]1[CH:7]=[CH:6][C:5]([C:8]([F:11])([F:10])[F:9])=[CH:4][C:3]=1[C:12]1[CH2:17][CH2:16][N:15]([C:18]([O:20][C:21]([CH3:24])([CH3:23])[CH3:22])=[O:19])[CH2:14][CH:13]=1. The catalyst is CCO.C(Cl)Cl.[Pt](=O)=O. The product is [Br:1][C:2]1[CH:7]=[CH:6][C:5]([C:8]([F:11])([F:9])[F:10])=[CH:4][C:3]=1[CH:12]1[CH2:17][CH2:16][N:15]([C:18]([O:20][C:21]([CH3:24])([CH3:23])[CH3:22])=[O:19])[CH2:14][CH2:13]1. The yield is 0.396. (3) The reactants are C12(CS(O)(=O)=O)C(C)(C)C(CC1)CC2=O.O1CCCC1CO.[CH2:23]([O:30][C@:31]1([CH2:79][O:80][CH2:81][O:82][CH3:83])[C@@H:35]([CH2:36][O:37]C(C2C=CC=CC=2)(C2C=CC(OC)=CC=2)C2C=CC(OC)=CC=2)[O:34][C@@H:33]([N:61]2[CH:69]=[C:67]([CH3:68])[C:65](=[O:66])[N:64]([CH2:70][O:71][CH2:72][C:73]3[CH:78]=[CH:77][CH:76]=[CH:75][CH:74]=3)[C:62]2=[O:63])[CH2:32]1)[C:24]1[CH:29]=[CH:28][CH:27]=[CH:26][CH:25]=1.C(=O)(O)[O-].[Na+]. No catalyst specified. The product is [CH2:23]([O:30][C@:31]1([CH2:79][O:80][CH2:81][O:82][CH3:83])[C@@H:35]([CH2:36][OH:37])[O:34][C@@H:33]([N:61]2[CH:69]=[C:67]([CH3:68])[C:65](=[O:66])[N:64]([CH2:70][O:71][CH2:72][C:73]3[CH:74]=[CH:75][CH:76]=[CH:77][CH:78]=3)[C:62]2=[O:63])[CH2:32]1)[C:24]1[CH:25]=[CH:26][CH:27]=[CH:28][CH:29]=1. The yield is 0.910. (4) The reactants are CC1(C)[O:9][C:8](=[O:10])[C:5]2([CH2:7][CH2:6]2)[C:4](=[O:11])O1.[F:13][C:14]1[CH:15]=[C:16]([CH:18]=[CH:19][C:20]=1[F:21])[NH2:17]. The catalyst is C(O)C. The product is [F:13][C:14]1[CH:15]=[C:16]([N:17]2[CH2:6][CH2:7][CH:5]([C:8]([OH:9])=[O:10])[C:4]2=[O:11])[CH:18]=[CH:19][C:20]=1[F:21]. The yield is 0.700. (5) The reactants are N.C([O:5][CH2:6][CH2:7][CH2:8][CH2:9][N:10]1[C:15](=[O:16])[CH:14]=[C:13]([NH:17][C:18]2[CH:23]=[CH:22][C:21]([CH3:24])=[C:20]([CH2:25][CH3:26])[CH:19]=2)[NH:12][C:11]1=[O:27])(=O)C. The catalyst is CO. The product is [OH:5][CH2:6][CH2:7][CH2:8][CH2:9][N:10]1[C:15](=[O:16])[CH:14]=[C:13]([NH:17][C:18]2[CH:23]=[CH:22][C:21]([CH3:24])=[C:20]([CH2:25][CH3:26])[CH:19]=2)[NH:12][C:11]1=[O:27]. The yield is 0.970. (6) The reactants are [CH2:1]([O:3][C:4]([C:6]1[NH:7][C:8]2[C:13]([CH:14]=1)=[CH:12][C:11](Br)=[CH:10][CH:9]=2)=[O:5])[CH3:2].CC([O-])=O.[K+].[B:21]1([B:21]2[O:25][C:24]([CH3:27])([CH3:26])[C:23]([CH3:29])([CH3:28])[O:22]2)[O:25][C:24]([CH3:27])([CH3:26])[C:23]([CH3:29])([CH3:28])[O:22]1. The catalyst is O1CCOCC1.C1C=CC(/C=C/C(/C=C/C2C=CC=CC=2)=O)=CC=1.C1C=CC(/C=C/C(/C=C/C2C=CC=CC=2)=O)=CC=1.C1C=CC(/C=C/C(/C=C/C2C=CC=CC=2)=O)=CC=1.[Pd].[Pd].C1(P(C2CCCCC2)C2CCCCC2)CCCCC1. The product is [CH2:1]([O:3][C:4]([C:6]1[NH:7][C:8]2[C:13]([CH:14]=1)=[CH:12][C:11]([B:21]1[O:25][C:24]([CH3:27])([CH3:26])[C:23]([CH3:29])([CH3:28])[O:22]1)=[CH:10][CH:9]=2)=[O:5])[CH3:2]. The yield is 0.970.